From a dataset of Forward reaction prediction with 1.9M reactions from USPTO patents (1976-2016). Predict the product of the given reaction. (1) Given the reactants [CH2:1]([O:3][C:4](=[O:23])[C:5]1[CH:10]=[CH:9][C:8]([CH:11]([C:20]([OH:22])=O)[CH2:12][C:13]2[CH:18]=[CH:17][C:16]([F:19])=[CH:15][CH:14]=2)=[CH:7][CH:6]=1)[CH3:2].[NH2:24][C:25]1[O:26][C:27]2[CH:33]=[CH:32][CH:31]=[CH:30][C:28]=2[N:29]=1.CCN=C=NCCCN(C)C.Cl, predict the reaction product. The product is: [CH2:1]([O:3][C:4](=[O:23])[C:5]1[CH:10]=[CH:9][C:8]([CH:11]([C:20](=[O:22])[NH:24][C:25]2[O:26][C:27]3[CH:33]=[CH:32][CH:31]=[CH:30][C:28]=3[N:29]=2)[CH2:12][C:13]2[CH:14]=[CH:15][C:16]([F:19])=[CH:17][CH:18]=2)=[CH:7][CH:6]=1)[CH3:2]. (2) Given the reactants Cl.[NH2:2][CH2:3][C:4]([NH:6][CH:7]1[C:16]2[C:11](=[CH:12][CH:13]=[CH:14][CH:15]=2)[CH2:10][CH2:9][CH2:8]1)=[O:5].[Br:17][C:18]1[CH:28]=[CH:27][C:21]([O:22][CH2:23][C:24](O)=[O:25])=[CH:20][CH:19]=1, predict the reaction product. The product is: [Br:17][C:18]1[CH:28]=[CH:27][C:21]([O:22][CH2:23][C:24]([NH:2][CH2:3][C:4](=[O:5])[NH:6][CH:7]2[C:16]3[C:11](=[CH:12][CH:13]=[CH:14][CH:15]=3)[CH2:10][CH2:9][CH2:8]2)=[O:25])=[CH:20][CH:19]=1. (3) Given the reactants [CH3:1][N:2]1[C:10]2[C:5](=[CH:6][CH:7]=[CH:8][CH:9]=2)[C:4](=O)[C:3]1=[O:12], predict the reaction product. The product is: [CH3:1][N:2]1[C:10]2[C:5](=[CH:6][CH:7]=[CH:8][CH:9]=2)[CH2:4][C:3]1=[O:12]. (4) Given the reactants Cl.O1CCOCC1.[CH2:8]([O:15][C:16]1[CH:21]=[C:20]([F:22])[CH:19]=[CH:18][C:17]=1[C:23]1[C:28]([F:29])=[CH:27][N:26]=[C:25](Cl)[N:24]=1)[C:9]1[CH:14]=[CH:13][CH:12]=[CH:11][CH:10]=1.[CH3:31][S:32][CH2:33][C:34]1[CH:35]=[C:36]([CH:38]=[CH:39][CH:40]=1)[NH2:37], predict the reaction product. The product is: [CH2:8]([O:15][C:16]1[CH:21]=[C:20]([F:22])[CH:19]=[CH:18][C:17]=1[C:23]1[C:28]([F:29])=[CH:27][N:26]=[C:25]([NH:37][C:36]2[CH:38]=[CH:39][CH:40]=[C:34]([CH2:33][S:32][CH3:31])[CH:35]=2)[N:24]=1)[C:9]1[CH:14]=[CH:13][CH:12]=[CH:11][CH:10]=1. (5) Given the reactants [Cl:1][C:2]1[CH:3]=[C:4]2[C:9](=[CH:10][CH:11]=1)[N:8]([CH2:12][CH3:13])[C:7](=[O:14])[C:6]([C:15]([O:17]CC)=O)=[C:5]2[OH:20].[C:21]([NH:30][NH2:31])(=[O:29])[CH2:22][CH2:23][CH2:24][CH2:25][CH2:26][CH2:27][CH3:28], predict the reaction product. The product is: [Cl:1][C:2]1[CH:3]=[C:4]2[C:9](=[CH:10][CH:11]=1)[N:8]([CH2:12][CH3:13])[C:7](=[O:14])[C:6]([C:15]([NH:31][NH:30][C:21](=[O:29])[CH2:22][CH2:23][CH2:24][CH2:25][CH2:26][CH2:27][CH3:28])=[O:17])=[C:5]2[OH:20]. (6) Given the reactants [Cl:1][C:2]1[N:7]=[CH:6][C:5]([OH:8])=[CH:4][N:3]=1.[CH2:9](O)[CH2:10][CH2:11][CH2:12][CH2:13][CH2:14][CH2:15][CH3:16].C1C=CC(P(C2C=CC=CC=2)C2C=CC=CC=2)=CC=1.C(N(CC)CC)C.CC(OC(/N=N/C(OC(C)C)=O)=O)C, predict the reaction product. The product is: [Cl:1][C:2]1[N:7]=[CH:6][C:5]([O:8][CH2:9][CH2:10][CH2:11][CH2:12][CH2:13][CH2:14][CH2:15][CH3:16])=[CH:4][N:3]=1. (7) Given the reactants [CH3:1][O:2][C:3]1[CH:4]=[CH:5][C:6]([C@H:9]2[CH2:11][C@@H:10]2[CH2:12][O:13][C:14]2[C:19]([C:20]#[C:21][C:22]([O:24][CH2:25][CH3:26])=[O:23])=[CH:18][N:17]=[C:16]([CH3:27])[N:15]=2)=[N:7][CH:8]=1.[Si]([N:32]=[N+:33]=[N-:34])(C)(C)C, predict the reaction product. The product is: [CH3:1][O:2][C:3]1[CH:4]=[CH:5][C:6]([C@H:9]2[CH2:11][C@@H:10]2[CH2:12][O:13][C:14]2[C:19]([C:20]3[N:34]=[N:33][NH:32][C:21]=3[C:22]([O:24][CH2:25][CH3:26])=[O:23])=[CH:18][N:17]=[C:16]([CH3:27])[N:15]=2)=[N:7][CH:8]=1.